This data is from Reaction yield outcomes from USPTO patents with 853,638 reactions. The task is: Predict the reaction yield, written as a fraction of the theoretical maximum amount of product (1.0 means a 100% yield; for example, 0.34 means a 34% yield). (1) The reactants are O1CCCC1.[OH-].[Na+].[NH2:8][C:9]1[C:14]([C:15]2[O:19][N:18]=[C:17]([CH2:20][C:21]3[CH:26]=[CH:25][C:24]([OH:27])=[CH:23][CH:22]=3)[CH:16]=2)=[CH:13][CH:12]=[CH:11][N:10]=1.[Cl:28][C:29]1[CH:30]=[CH:31][C:32]([CH2:35]Cl)=[N:33][CH:34]=1. The catalyst is CN(C)C=O. The product is [Cl:28][C:29]1[CH:30]=[CH:31][C:32]([CH2:35][O:27][C:24]2[CH:25]=[CH:26][C:21]([CH2:20][C:17]3[CH:16]=[C:15]([C:14]4[C:9]([NH2:8])=[N:10][CH:11]=[CH:12][CH:13]=4)[O:19][N:18]=3)=[CH:22][CH:23]=2)=[N:33][CH:34]=1. The yield is 0.930. (2) The reactants are Br[C:2]1[CH:11]=[C:10]2[C:5]([C:6](Cl)=[C:7]([N+:12]([O-:14])=[O:13])[CH:8]=[N:9]2)=[CH:4][CH:3]=1.[CH3:16][O:17][C:18]1[CH:23]=[C:22]([C:24]([F:27])([F:26])[F:25])[CH:21]=[CH:20][C:19]=1B(O)O.C(=O)([O-])[O-].[K+].[K+].CCN(C(C)C)C(C)C.[CH2:46]([SH:53])[C:47]1[CH:52]=[CH:51][CH:50]=[CH:49][CH:48]=1. The catalyst is CCOC(C)=O.C1C=CC(P(C2C=CC=CC=2)[C-]2C=CC=C2)=CC=1.C1C=CC(P(C2C=CC=CC=2)[C-]2C=CC=C2)=CC=1.Cl[Pd]Cl.[Fe+2].C1C=CC(/C=C/C(/C=C/C2C=CC=CC=2)=O)=CC=1.C1C=CC(/C=C/C(/C=C/C2C=CC=CC=2)=O)=CC=1.C1C=CC(/C=C/C(/C=C/C2C=CC=CC=2)=O)=CC=1.[Pd].[Pd].CC1(C)C2C(=C(P(C3C=CC=CC=3)C3C=CC=CC=3)C=CC=2)OC2C(P(C3C=CC=CC=3)C3C=CC=CC=3)=CC=CC1=2. The product is [CH2:46]([S:53][C:2]1[CH:11]=[C:10]2[C:5]([C:6]([C:19]3[CH:20]=[CH:21][C:22]([C:24]([F:27])([F:26])[F:25])=[CH:23][C:18]=3[O:17][CH3:16])=[C:7]([N+:12]([O-:14])=[O:13])[CH:8]=[N:9]2)=[CH:4][CH:3]=1)[C:47]1[CH:52]=[CH:51][CH:50]=[CH:49][CH:48]=1. The yield is 0.830. (3) The reactants are [Cl:1]N1C(=O)CCC1=O.[P:9]([O-:19])([O-:18])[O:10][CH2:11][C:12]1[CH:17]=[CH:16][CH:15]=[CH:14][CH:13]=1.[C:20]1([CH3:26])[CH:25]=[CH:24][CH:23]=[CH:22][CH:21]=1. No catalyst specified. The product is [CH2:11]([O:10][P:9]([Cl:1])(=[O:18])[O:19][CH2:26][C:20]1[CH:25]=[CH:24][CH:23]=[CH:22][CH:21]=1)[C:12]1[CH:17]=[CH:16][CH:15]=[CH:14][CH:13]=1. The yield is 0.950. (4) The reactants are [CH3:1][C:2]1[CH:3]=[CH:4][CH:5]=[C:6]2[C:11]=1[N:10]=[CH:9][CH:8]=[CH:7]2.ClC1C=C(C=CC=1)C(OO)=[O:17]. The product is [CH3:1][C:2]1[CH:3]=[CH:4][CH:5]=[C:6]2[C:11]=1[N+:10]([O-:17])=[CH:9][CH:8]=[CH:7]2. The yield is 0.396. The catalyst is C(Cl)Cl.CCOC(C)=O. (5) The reactants are [F:1][C:2]1[CH:7]=[C:6]([F:8])[CH:5]=[CH:4][C:3]=1[CH2:9][NH:10][C:11]([C:13]1[C:14](=[O:46])[C:15]([O:38]CC2C=CC=CC=2)=[C:16]2[C:35](=[O:36])[N:20]3[CH:21]4[CH2:28][CH2:27][CH:26]([C:29]5[CH:34]=[CH:33][CH:32]=[CH:31][CH:30]=5)[CH2:25][CH:22]4[CH2:23][O:24][CH:19]3[CH2:18][N:17]2[CH:37]=1)=[O:12]. The catalyst is CO.[Pd]. The product is [F:1][C:2]1[CH:7]=[C:6]([F:8])[CH:5]=[CH:4][C:3]=1[CH2:9][NH:10][C:11]([C:13]1[C:14](=[O:46])[C:15]([OH:38])=[C:16]2[C:35](=[O:36])[N:20]3[CH:21]4[CH2:28][CH2:27][CH:26]([C:29]5[CH:34]=[CH:33][CH:32]=[CH:31][CH:30]=5)[CH2:25][CH:22]4[CH2:23][O:24][CH:19]3[CH2:18][N:17]2[CH:37]=1)=[O:12]. The yield is 0.570.